The task is: Regression/Classification. Given a drug SMILES string, predict its absorption, distribution, metabolism, or excretion properties. Task type varies by dataset: regression for continuous measurements (e.g., permeability, clearance, half-life) or binary classification for categorical outcomes (e.g., BBB penetration, CYP inhibition). Dataset: cyp2c9_veith.. This data is from CYP2C9 inhibition data for predicting drug metabolism from PubChem BioAssay. (1) The compound is CCOC(=O)C1=C(O)C(=O)N(Cc2ccccc2)C1. The result is 1 (inhibitor). (2) The drug is COc1cc2ccc(=O)oc2cc1O. The result is 0 (non-inhibitor). (3) The compound is CCN(CCCNC(=O)C1CCN(S(=O)(=O)CC)CC1)c1cccc(C)c1. The result is 0 (non-inhibitor). (4) The compound is COc1ccccc1CN1CCCC2(CCN(S(=O)(=O)c3ccccc3)CC2)C1. The result is 0 (non-inhibitor). (5) The molecule is O=c1c(-c2ccccc2)nc2cnc(Oc3cccc(Cl)c3)nc2n1C[C@H]1CCCO1. The result is 1 (inhibitor). (6) The molecule is CSc1ccc(CNc2ccc(Cl)cc2)cc1. The result is 1 (inhibitor). (7) The compound is Cc1ccc(NCCC(=O)c2ccc(Cl)c(Cl)c2)cc1. The result is 0 (non-inhibitor). (8) The result is 1 (inhibitor). The drug is Cc1cc(C)c(C(N)=O)c(SCC(=O)c2ccc(Cl)cc2)n1. (9) The compound is Oc1ccc(OCc2ccccc2)cc1. The result is 0 (non-inhibitor). (10) The drug is Cc1ccc(Oc2cc(N3CCOCC3)nc(-c3ccccc3)n2)cc1. The result is 1 (inhibitor).